Dataset: Full USPTO retrosynthesis dataset with 1.9M reactions from patents (1976-2016). Task: Predict the reactants needed to synthesize the given product. (1) Given the product [C:1]([O:5][C:6]([N:8]1[CH2:13][CH2:12][N:11]([C:14]2[O:15][C:16]3[C:22]([C:32]4[S:31][CH:35]=[CH:34][N:33]=4)=[CH:21][C:20]([Cl:24])=[C:19]([C:25]([F:28])([F:27])[F:26])[C:17]=3[N:18]=2)[C@@H:10]([CH3:29])[CH2:9]1)=[O:7])([CH3:4])([CH3:3])[CH3:2], predict the reactants needed to synthesize it. The reactants are: [C:1]([O:5][C:6]([N:8]1[CH2:13][CH2:12][N:11]([C:14]2[O:15][C:16]3[C:22](Br)=[CH:21][C:20]([Cl:24])=[C:19]([C:25]([F:28])([F:27])[F:26])[C:17]=3[N:18]=2)[C@H:10]([CH3:29])[CH2:9]1)=[O:7])([CH3:4])([CH3:3])[CH3:2].[Br-].[S:31]1[CH:35]=[CH:34][N:33]=[C:32]1[Zn+].C(OCC)(=O)C. (2) Given the product [CH3:1][O:2][C:3]1[N:8]=[C:7]2[S:10][C:11]([NH2:12])=[N:9][C:6]2=[CH:5][CH:4]=1, predict the reactants needed to synthesize it. The reactants are: [CH3:1][O:2][C:3]1[N:8]=[CH:7][C:6]([NH2:9])=[CH:5][CH:4]=1.[S-:10][C:11]#[N:12].[K+].BrBr.